From a dataset of Peptide-MHC class I binding affinity with 185,985 pairs from IEDB/IMGT. Regression. Given a peptide amino acid sequence and an MHC pseudo amino acid sequence, predict their binding affinity value. This is MHC class I binding data. The peptide sequence is INKLNGAMV. The MHC is HLA-B07:02 with pseudo-sequence HLA-B07:02. The binding affinity (normalized) is 0.